Dataset: Reaction yield outcomes from USPTO patents with 853,638 reactions. Task: Predict the reaction yield, written as a fraction of the theoretical maximum amount of product (1.0 means a 100% yield; for example, 0.34 means a 34% yield). (1) The reactants are Br[C:2]1[CH:7]=[CH:6][CH:5]=[CH:4][C:3]=1[B:8]1[O:15][CH2:14][CH2:13]N(CCCC)CC[O:9]1.[Li][CH2:21]CCC.CC(C)=O.Cl. The catalyst is C1COCC1. The product is [CH3:21][C:14]1([CH3:13])[O:15][B:8]([OH:9])[C:3]2[CH:2]=[CH:7][CH:6]=[CH:5][C:4]1=2. The yield is 0.377. (2) The reactants are Br[C:2]1[S:6][C:5]([CH2:7][O:8][C:9]2[C:10]([F:19])=[C:11]([C:15]([F:18])=[CH:16][CH:17]=2)[C:12]([NH2:14])=[O:13])=[N:4][C:3]=1[C:20]1[CH:25]=[CH:24][C:23]([O:26][CH3:27])=[CH:22][CH:21]=1.O.[OH-].[Na+]. The catalyst is C(O)(=O)C.[Zn]. The product is [F:19][C:10]1[C:9]([O:8][CH2:7][C:5]2[S:6][CH:2]=[C:3]([C:20]3[CH:25]=[CH:24][C:23]([O:26][CH3:27])=[CH:22][CH:21]=3)[N:4]=2)=[CH:17][CH:16]=[C:15]([F:18])[C:11]=1[C:12]([NH2:14])=[O:13]. The yield is 0.500. (3) The reactants are CO[CH:3](OC)[CH2:4][NH:5][C:6](=[O:12])[C:7]([NH:9][CH2:10][CH3:11])=[O:8].Cl. The catalyst is C(O)(=O)C. The product is [CH2:4]([N:5]1[CH:11]=[CH:10][N:9]=[C:7]([OH:8])[C:6]1=[O:12])[CH3:3]. The yield is 0.795. (4) The reactants are [CH3:1][NH:2][CH2:3][C:4]1[N:5]([CH3:13])[C:6]2[C:11]([CH:12]=1)=[CH:10][CH:9]=[CH:8][CH:7]=2.[C:14](Cl)(=[O:17])[CH:15]=[CH2:16].CCN(CC)CC. The catalyst is C(Cl)Cl. The product is [CH3:1][N:2]([CH2:3][C:4]1[N:5]([CH3:13])[C:6]2[C:11]([CH:12]=1)=[CH:10][CH:9]=[CH:8][CH:7]=2)[C:14](=[O:17])[CH:15]=[CH2:16]. The yield is 0.800. (5) The reactants are [O:1]=[C:2]1[C:10](=[O:11])[C:9]2[C:4](=[CH:5][CH:6]=[C:7]([O:12][C:13]([F:16])([F:15])[F:14])[CH:8]=2)[N:3]1[CH:17]([CH2:21][CH:22]([CH3:24])[CH3:23])[C:18](O)=[O:19].[N:25]1[CH:30]=[CH:29][CH:28]=[CH:27][C:26]=1[NH2:31].C(N(CC)C(C)C)(C)C.F[P-](F)(F)(F)(F)F.N1(O[P+](N(C)C)(N(C)C)N(C)C)C2C=CC=CC=2N=N1. The catalyst is CN(C)C=O.C(OCC)(=O)C. The product is [N:25]1[CH:30]=[CH:29][CH:28]=[CH:27][C:26]=1[NH:31][C:18](=[O:19])[CH:17]([N:3]1[C:4]2[C:9](=[CH:8][C:7]([O:12][C:13]([F:14])([F:15])[F:16])=[CH:6][CH:5]=2)[C:10](=[O:11])[C:2]1=[O:1])[CH2:21][CH:22]([CH3:23])[CH3:24]. The yield is 0.600.